This data is from Forward reaction prediction with 1.9M reactions from USPTO patents (1976-2016). The task is: Predict the product of the given reaction. (1) The product is: [C:1]([O:5][C:6](=[O:17])[CH2:7][C@H:8]([NH:16][S:52]([C:44]1[CH:45]=[CH:46][C:47]([N+:49]([O-:51])=[O:50])=[CH:48][C:43]=1[O:42][CH2:35][C:36]1[CH:37]=[CH:38][CH:39]=[CH:40][CH:41]=1)(=[O:53])=[O:54])[CH:9]([O:13][CH2:14][CH3:15])[O:10][CH2:11][CH3:12])([CH3:2])([CH3:4])[CH3:3]. Given the reactants [C:1]([O:5][C:6](=[O:17])[CH2:7][CH:8]([NH2:16])[CH:9]([O:13][CH2:14][CH3:15])[O:10][CH2:11][CH3:12])([CH3:4])([CH3:3])[CH3:2].C(N1CCOCC1)C.CN(C)N1C=CC=CC1.[CH2:35]([O:42][C:43]1[CH:48]=[C:47]([N+:49]([O-:51])=[O:50])[CH:46]=[CH:45][C:44]=1[S:52](Cl)(=[O:54])=[O:53])[C:36]1[CH:41]=[CH:40][CH:39]=[CH:38][CH:37]=1, predict the reaction product. (2) Given the reactants [Cl:1][C:2]1[CH:27]=[CH:26][C:5]([O:6][C:7]2[CH:12]=[CH:11][C:10]([C:13]([OH:21])([CH3:20])[CH2:14][N:15]3[CH:19]=[N:18][CH:17]=[N:16]3)=[C:9]([C:22]([F:25])([F:24])[F:23])[CH:8]=2)=[CH:4][CH:3]=1.[H-].[Na+].[CH2:30](Br)[CH:31]=[CH2:32].[Cl-].[Na+], predict the reaction product. The product is: [CH2:32]([O:21][C:13]([C:10]1[CH:11]=[CH:12][C:7]([O:6][C:5]2[CH:4]=[CH:3][C:2]([Cl:1])=[CH:27][CH:26]=2)=[CH:8][C:9]=1[C:22]([F:25])([F:23])[F:24])([CH3:20])[CH2:14][N:15]1[CH:19]=[N:18][CH:17]=[N:16]1)[CH:31]=[CH2:30].